From a dataset of Ames mutagenicity test results for genotoxicity prediction. Regression/Classification. Given a drug SMILES string, predict its toxicity properties. Task type varies by dataset: regression for continuous values (e.g., LD50, hERG inhibition percentage) or binary classification for toxic/non-toxic outcomes (e.g., AMES mutagenicity, cardiotoxicity, hepatotoxicity). Dataset: ames. (1) The drug is O=c1[nH]c(=O)[nH]c(=O)[nH]1. The result is 0 (non-mutagenic). (2) The compound is CC(=O)Nc1ccc(S(N)(=O)=O)cc1. The result is 0 (non-mutagenic). (3) The drug is Nc1ccc(Nc2ccccc2)cc1. The result is 0 (non-mutagenic). (4) The compound is Cc1ccc(N)c(O)c1. The result is 1 (mutagenic). (5) The compound is CS(C)(=O)=O. The result is 0 (non-mutagenic). (6) The drug is O=C(Nc1ccccc1)c1csc([N+](=O)[O-])c1. The result is 1 (mutagenic). (7) The molecule is CCC(CCC(C)C1CCC2C3CC=C4CC(O)CCC4(C)C3CCC12C)C(C)C. The result is 0 (non-mutagenic). (8) The molecule is CC(C)(C)c1cccc(C(C)(C)C)c1O. The result is 0 (non-mutagenic). (9) The molecule is O=C(c1ccc([N+](=O)[O-])cc1)[C@H]1O[C@@H]1c1ccccc1. The result is 1 (mutagenic).